This data is from Forward reaction prediction with 1.9M reactions from USPTO patents (1976-2016). The task is: Predict the product of the given reaction. Given the reactants S(S([O-])=O)([O-])=O.[Na+].[Na+].[F:9][C:10]1[CH:16]=[CH:15][CH:14]=[CH:13][C:11]=1[NH2:12].C(=O)([O-])O.[Na+].[Br:22][C:23]([F:32])([F:31])[C:24](Br)([F:29])[C:25]([F:28])([F:27])[F:26].C(=O)([O-])[O-].[Na+].[Na+], predict the reaction product. The product is: [F:9][C:10]1[CH:16]=[C:15]([C:24]([F:29])([C:25]([F:28])([F:27])[F:26])[C:23]([Br:22])([F:32])[F:31])[CH:14]=[CH:13][C:11]=1[NH2:12].